Dataset: Forward reaction prediction with 1.9M reactions from USPTO patents (1976-2016). Task: Predict the product of the given reaction. (1) Given the reactants [OH:1][C:2]1[C:11]2[C:6](=[N:7][CH:8]=[CH:9][CH:10]=2)[N:5]([CH2:12][C:13]2[CH:18]=[CH:17][C:16]([C:19]([F:22])([F:21])[F:20])=[CH:15][CH:14]=2)[C:4](=[O:23])[C:3]=1[C:24]([NH:26][CH2:27][C:28]([O:30]C(C)(C)C)=[O:29])=[O:25].FC(F)(F)C(O)=O, predict the reaction product. The product is: [OH:1][C:2]1[C:11]2[C:6](=[N:7][CH:8]=[CH:9][CH:10]=2)[N:5]([CH2:12][C:13]2[CH:18]=[CH:17][C:16]([C:19]([F:21])([F:20])[F:22])=[CH:15][CH:14]=2)[C:4](=[O:23])[C:3]=1[C:24]([NH:26][CH2:27][C:28]([OH:30])=[O:29])=[O:25]. (2) Given the reactants [CH2:1]([O:3][C:4]([C:6]1([C:9]2[CH:14]=[CH:13][C:12]([C:15]3[CH:20]=[CH:19][C:18]([C:21]4[O:25][N:24]=[C:23]([CH3:26])[C:22]=4[CH2:27]Br)=[CH:17][CH:16]=3)=[CH:11][CH:10]=2)[CH2:8][CH2:7]1)=[O:5])[CH3:2].[C:29]1([C:35]2[N:36]=[N:37][NH:38][CH:39]=2)[CH:34]=[CH:33][CH:32]=[CH:31][CH:30]=1, predict the reaction product. The product is: [CH2:1]([O:3][C:4]([C:6]1([C:9]2[CH:14]=[CH:13][C:12]([C:15]3[CH:20]=[CH:19][C:18]([C:21]4[O:25][N:24]=[C:23]([CH3:26])[C:22]=4[CH2:27][N:38]4[CH:39]=[C:35]([C:29]5[CH:34]=[CH:33][CH:32]=[CH:31][CH:30]=5)[N:36]=[N:37]4)=[CH:17][CH:16]=3)=[CH:11][CH:10]=2)[CH2:8][CH2:7]1)=[O:5])[CH3:2]. (3) Given the reactants [CH2:1]([N:3]1[CH2:9][CH2:8][C:7]2[CH:10]=[C:11]([NH2:14])[CH:12]=[CH:13][C:6]=2[CH2:5][CH2:4]1)[CH3:2].Cl[C:16]1[N:21]=[C:20]([NH:22][CH2:23][CH2:24][NH:25][S:26]([CH3:29])(=[O:28])=[O:27])[C:19]([Cl:30])=[CH:18][N:17]=1.Cl.O1CCOCC1, predict the reaction product. The product is: [Cl:30][C:19]1[C:20]([NH:22][CH2:23][CH2:24][NH:25][S:26]([CH3:29])(=[O:28])=[O:27])=[N:21][C:16]([NH:14][C:11]2[CH:12]=[CH:13][C:6]3[CH2:5][CH2:4][N:3]([CH2:1][CH3:2])[CH2:9][CH2:8][C:7]=3[CH:10]=2)=[N:17][CH:18]=1. (4) Given the reactants [CH3:1][O:2][C:3]1[CH:4]=[C:5]2[C:10](=[CH:11][C:12]=1[O:13][CH3:14])[N:9]=[CH:8][CH:7]=[C:6]2[O:15][C:16]1[CH:22]=[CH:21][C:19]([NH2:20])=[CH:18][CH:17]=1.Cl[C:24](Cl)([O:26][C:27](=[O:33])OC(Cl)(Cl)Cl)Cl.[CH3:35][N:36]([CH3:44])[CH2:37][CH2:38][CH2:39][CH2:40][CH2:41]CO.C(=O)(O)[O-].[Na+], predict the reaction product. The product is: [CH3:1][O:2][C:3]1[CH:4]=[C:5]2[C:10](=[CH:11][C:12]=1[O:13][CH3:14])[N:9]=[CH:8][CH:7]=[C:6]2[O:15][C:16]1[CH:22]=[CH:21][C:19]([NH:20][C:27](=[O:33])[O:26][CH2:24][CH2:41][CH2:40][CH2:39][CH2:38][CH2:37][N:36]([CH3:44])[CH3:35])=[CH:18][CH:17]=1.